Dataset: Full USPTO retrosynthesis dataset with 1.9M reactions from patents (1976-2016). Task: Predict the reactants needed to synthesize the given product. (1) Given the product [Cl:31][C:28]1[S:27][C:26]([C:24]2[O:23][N:22]=[C:21]([CH2:20][C@H:7]3[C:6]([O:12][CH3:13])=[N:5][C@H:4]([CH:1]([CH3:3])[CH3:2])[C:9]([O:10][CH3:11])=[N:8]3)[CH:25]=2)=[CH:30][CH:29]=1, predict the reactants needed to synthesize it. The reactants are: [CH:1]([C@@H:4]1[C:9]([O:10][CH3:11])=[N:8][CH2:7][C:6]([O:12][CH3:13])=[N:5]1)([CH3:3])[CH3:2].[Li]CCCC.Br[CH2:20][C:21]1[CH:25]=[C:24]([C:26]2[S:27][C:28]([Cl:31])=[CH:29][CH:30]=2)[O:23][N:22]=1. (2) Given the product [S:7]1[C:11]([C:13]2[CH2:18][CH2:17][CH2:16][C:15](=[O:19])[CH:14]=2)=[CH:10][N:9]=[CH:8]1, predict the reactants needed to synthesize it. The reactants are: C(=O)([O-])[O-].[K+].[K+].[S:7]1[CH:11]=[CH:10][N:9]=[CH:8]1.Cl[C:13]1[CH2:18][CH2:17][CH2:16][C:15](=[O:19])[CH:14]=1.C1(P(C2CCCCC2)C2CCCCC2)CCCCC1. (3) Given the product [Cl:1][C:2]1[N:11]=[C:10]([C:20]2[CH:21]=[CH:22][CH:23]=[CH:24][N:19]=2)[C:9]2[C:4](=[CH:5][CH:6]=[C:7]([C:13]3[O:14][CH:15]=[CH:16][CH:17]=3)[CH:8]=2)[N:3]=1, predict the reactants needed to synthesize it. The reactants are: [Cl:1][C:2]1[N:11]=[C:10](Cl)[C:9]2[C:4](=[CH:5][CH:6]=[C:7]([C:13]3[O:14][CH:15]=[CH:16][CH:17]=3)[CH:8]=2)[N:3]=1.[Br-].[N:19]1[CH:24]=[CH:23][CH:22]=[CH:21][C:20]=1[Zn+].[NH4+].[Cl-].[Na+].[Cl-].